This data is from Reaction yield outcomes from USPTO patents with 853,638 reactions. The task is: Predict the reaction yield, written as a fraction of the theoretical maximum amount of product (1.0 means a 100% yield; for example, 0.34 means a 34% yield). (1) The reactants are [ClH:1].O1CCOCC1.[OH:8][C@@H:9]1[CH2:13][CH2:12][N:11](C(OC(C)(C)C)=O)[C@@H:10]1[CH2:21][OH:22]. No catalyst specified. The product is [ClH:1].[OH:22][CH2:21][C@@H:10]1[C@H:9]([OH:8])[CH2:13][CH2:12][NH:11]1. The yield is 1.00. (2) The reactants are [I:1]I.C([Sn](CCCC)(CCCC)[C:8]1[CH:9]=[C:10](/[CH:24]=[CH:25]/[C:26]2[CH:31]=[CH:30][C:29]([N:32]([CH3:34])[CH3:33])=[CH:28][CH:27]=2)[CH:11]=[N:12][C:13]=1[O:14][CH2:15][CH2:16][O:17][CH2:18][CH2:19][O:20][CH2:21][CH2:22][F:23])CCC.C(Cl)Cl. The catalyst is C1COCC1. The product is [I:1][C:8]1[CH:9]=[C:10](/[CH:24]=[CH:25]/[C:26]2[CH:31]=[CH:30][C:29]([N:32]([CH3:34])[CH3:33])=[CH:28][CH:27]=2)[CH:11]=[N:12][C:13]=1[O:14][CH2:15][CH2:16][O:17][CH2:18][CH2:19][O:20][CH2:21][CH2:22][F:23]. The yield is 0.480. (3) The catalyst is C(Cl)Cl. The product is [CH3:43][NH:44][C:45]([N:22]1[CH2:23][CH2:24][C:19]2[N:18]([CH:25]3[CH2:30][CH2:29][O:28][CH2:27][CH2:26]3)[N:17]=[C:16]([N:15]3[C:10]4[CH:9]=[C:8]([C:32]([F:33])([F:35])[F:34])[C:7]([C:5]5[CH:4]=[N:3][N:2]([CH3:1])[CH:6]=5)=[CH:31][C:11]=4[O:12][CH2:13][CH2:14]3)[C:20]=2[CH2:21]1)=[O:46]. The yield is 0.250. The reactants are [CH3:1][N:2]1[CH:6]=[C:5]([C:7]2[C:8]([C:32]([F:35])([F:34])[F:33])=[CH:9][C:10]3[N:15]([C:16]4[C:20]5[CH2:21][NH:22][CH2:23][CH2:24][C:19]=5[N:18]([CH:25]5[CH2:30][CH2:29][O:28][CH2:27][CH2:26]5)[N:17]=4)[CH2:14][CH2:13][O:12][C:11]=3[CH:31]=2)[CH:4]=[N:3]1.C(N(CC)CC)C.[CH3:43][NH:44][C:45](N1C=CN=C1)=[O:46].